This data is from Forward reaction prediction with 1.9M reactions from USPTO patents (1976-2016). The task is: Predict the product of the given reaction. (1) Given the reactants C(OC([N:11]1[CH2:16][CH2:15][C@@H:14]([NH:17][CH2:18][C:19]2[CH:24]=[CH:23][CH:22]=[C:21]([C:25]3[CH:30]=[CH:29][N:28]=[C:27](Cl)[N:26]=3)[CH:20]=2)[C@@H:13]([CH3:32])[CH2:12]1)=O)C1C=CC=CC=1.[F:33][C:34]1[CH:35]=[C:36]([CH2:41][CH2:42][NH2:43])[CH:37]=[C:38]([F:40])[CH:39]=1, predict the reaction product. The product is: [F:33][C:34]1[CH:35]=[C:36]([CH2:41][CH2:42][NH:43][C:27]2[N:26]=[C:25]([C:21]3[CH:22]=[CH:23][CH:24]=[C:19]([CH2:18][NH:17][C@@H:14]4[CH2:15][CH2:16][NH:11][CH2:12][C@@H:13]4[CH3:32])[CH:20]=3)[CH:30]=[CH:29][N:28]=2)[CH:37]=[C:38]([F:40])[CH:39]=1. (2) Given the reactants Cl.[NH2:2][CH2:3][C:4]1[CH:5]=[C:6]([CH2:12][CH:13]([CH2:19][CH3:20])[C:14]([O:16][CH2:17][CH3:18])=[O:15])[CH:7]=[CH:8][C:9]=1[O:10][CH3:11].C(N(CC)CC)C.C(Cl)(=O)OCC.[N:34]1[CH:39]=[CH:38][CH:37]=[CH:36][C:35]=1[O:40][C:41]1[CH:49]=[CH:48][C:44]([C:45](O)=[O:46])=[CH:43][CH:42]=1, predict the reaction product. The product is: [N:34]1[CH:39]=[CH:38][CH:37]=[CH:36][C:35]=1[O:40][C:41]1[CH:49]=[CH:48][C:44]([C:45]([NH:2][CH2:3][C:4]2[CH:5]=[C:6]([CH2:12][CH:13]([CH2:19][CH3:20])[C:14]([O:16][CH2:17][CH3:18])=[O:15])[CH:7]=[CH:8][C:9]=2[O:10][CH3:11])=[O:46])=[CH:43][CH:42]=1.